Dataset: Catalyst prediction with 721,799 reactions and 888 catalyst types from USPTO. Task: Predict which catalyst facilitates the given reaction. Reactant: [CH:1]([O:4][C:5]([N:7]1[CH2:12][CH2:11][CH:10]([O:13][C:14]2[C:19]([C:20]#[N:21])=[C:18]([NH:22][C:23]3[CH:28]=[CH:27][C:26]([S:29]([CH3:32])(=[O:31])=[O:30])=[CH:25][C:24]=3[F:33])[N:17]=[CH:16][N:15]=2)[CH2:9][CH2:8]1)=[O:6])([CH3:3])[CH3:2].Cl.[NH2:35][OH:36].C(=O)([O-])[O-].[K+].[K+]. Product: [CH:1]([O:4][C:5]([N:7]1[CH2:12][CH2:11][CH:10]([O:13][C:14]2[C:19]([C:20](=[NH:21])[NH:35][OH:36])=[C:18]([NH:22][C:23]3[CH:28]=[CH:27][C:26]([S:29]([CH3:32])(=[O:31])=[O:30])=[CH:25][C:24]=3[F:33])[N:17]=[CH:16][N:15]=2)[CH2:9][CH2:8]1)=[O:6])([CH3:3])[CH3:2]. The catalyst class is: 40.